This data is from Retrosynthesis with 50K atom-mapped reactions and 10 reaction types from USPTO. The task is: Predict the reactants needed to synthesize the given product. (1) The reactants are: CCCCCCCCNCc1ccc(F)cc1F.CCOC(=O)[C@H](Cc1ccc(OCC(=O)O)cc1)OCC. Given the product CCCCCCCCN(Cc1ccc(F)cc1F)C(=O)COc1ccc(C[C@H](OCC)C(=O)OCC)cc1, predict the reactants needed to synthesize it. (2) The reactants are: Brc1ccc(Br)cc1.Clc1nc(-c2ccccc2)nc(-c2ccccc2)n1. Given the product Brc1ccc(-c2nc(-c3ccccc3)nc(-c3ccccc3)n2)cc1, predict the reactants needed to synthesize it. (3) Given the product CCOC(=O)C=Cc1ccc(Cl)cc1N(CC(=O)c1ccc(Cl)cc1)S(=O)(=O)c1ccc(C)cc1, predict the reactants needed to synthesize it. The reactants are: CCOC(=O)C=Cc1ccc(Cl)cc1NS(=O)(=O)c1ccc(C)cc1.O=C(CBr)c1ccc(Cl)cc1. (4) Given the product CCN(CC)CCN1CCCc2[nH]c(/C=C3\C(=O)Nc4ccc(S(=O)(=O)Cc5ccc(F)cc5)cc43)c(C)c2C1=O, predict the reactants needed to synthesize it. The reactants are: CCN(CC)CCN1CCCc2[nH]c(C=O)c(C)c2C1=O.O=C1Cc2cc(S(=O)(=O)Cc3ccc(F)cc3)ccc2N1. (5) Given the product COc1nn2cc(-c3cc4c(OCc5cccc(OCc6ccccc6)c5)cc(O[Si](C)(C)C(C)(C)C)cc4o3)nc2s1, predict the reactants needed to synthesize it. The reactants are: CC(C)(C)[Si](C)(C)Oc1cc(OCc2cccc(OCc3ccccc3)c2)c2cc(-c3cn4nc(Br)sc4n3)oc2c1.C[O-].